Dataset: Acute oral toxicity (LD50) regression data from Zhu et al.. Task: Regression/Classification. Given a drug SMILES string, predict its toxicity properties. Task type varies by dataset: regression for continuous values (e.g., LD50, hERG inhibition percentage) or binary classification for toxic/non-toxic outcomes (e.g., AMES mutagenicity, cardiotoxicity, hepatotoxicity). Dataset: ld50_zhu. (1) The compound is COc1cc(N)c2c(c1N)C(=O)c1ccccc1C2=O. The rat oral LD50 is 2.48, given as -log10 of the dose in mol/kg body weight (higher means more acutely toxic). (2) The compound is O=C(O)Cc1cc(I)c(Oc2cc(I)c(O)c(I)c2)c(I)c1. The rat oral LD50 is 5.96, given as -log10 of the dose in mol/kg body weight (higher means more acutely toxic). (3) The compound is CCOCOC(=O)c1ccccc1Nc1c(Cl)ccc(C)c1Cl. The rat oral LD50 is 3.06, given as -log10 of the dose in mol/kg body weight (higher means more acutely toxic). (4) The drug is CC(S)C(=O)NCC(=O)O. The rat oral LD50 is 2.10, given as -log10 of the dose in mol/kg body weight (higher means more acutely toxic). (5) The molecule is CCCc1nc(C)cc(OP(=S)(OCC)OCC)n1. The rat oral LD50 is 3.07, given as -log10 of the dose in mol/kg body weight (higher means more acutely toxic). (6) The molecule is CCCCCOC(=O)CCC. The rat oral LD50 is 1.11, given as -log10 of the dose in mol/kg body weight (higher means more acutely toxic).